From a dataset of Reaction yield outcomes from USPTO patents with 853,638 reactions. Predict the reaction yield, written as a fraction of the theoretical maximum amount of product (1.0 means a 100% yield; for example, 0.34 means a 34% yield). (1) The product is [CH3:24][C@@H:17]([C@@H:16]1[C@@:25]2([CH3:34])[C@@H:26]([OH:33])[CH2:27][C@@H:28]3[C@@:29]4([CH3:32])[CH2:30][CH2:31][C@@H:7]([OH:6])[CH2:8][C@H:9]4[CH2:10][CH2:11][C@H:12]3[C@@H:13]2[CH2:14][CH2:15]1)[CH2:18][CH2:19][C:20]([OH:22])=[O:21]. The catalyst is O.C1COCC1.CO. The reactants are [Li+].[OH-].C([O:6][C@@H:7]1[CH2:31][CH2:30][C@@:29]2([CH3:32])[C@H:9]([CH2:10][CH2:11][C@@H:12]3[C@@H:28]2[CH2:27][C@H:26]([OH:33])[C@@:25]2([CH3:34])[C@H:13]3[CH2:14][CH2:15][C@@H:16]2[C@H:17]([CH3:24])[CH2:18][CH2:19][C:20]([O:22]C)=[O:21])[CH2:8]1)(=O)C. The yield is 0.910. (2) The reactants are [CH2:1]([N:8]([CH2:21][C:22]1[CH:27]=[CH:26][CH:25]=[CH:24][CH:23]=1)[C:9]([C:11]1[C:12](=[O:20])[NH:13][CH:14]=[C:15]([C:17]([OH:19])=[O:18])[CH:16]=1)=[O:10])[C:2]1[CH:7]=[CH:6][CH:5]=[CH:4][CH:3]=1.I[CH3:29]. The catalyst is CN(C)C=O.O. The product is [CH2:21]([N:8]([CH2:1][C:2]1[CH:7]=[CH:6][CH:5]=[CH:4][CH:3]=1)[C:9]([C:11]1[C:12]([O:20][CH3:29])=[N:13][CH:14]=[C:15]([C:17]([OH:19])=[O:18])[CH:16]=1)=[O:10])[C:22]1[CH:23]=[CH:24][CH:25]=[CH:26][CH:27]=1. The yield is 0.460. (3) The reactants are ClS([N:5]=[C:6]=[O:7])(=O)=O.[CH3:8][O:9][C:10]1[CH:11]=[C:12]2[C:17](=[C:18]3[CH2:22][C:21]([CH3:24])([CH3:23])[O:20][C:19]=13)[C:16]([C:25]1[CH:26]=[C:27]([NH:31][C:32]3[CH:33]=[N:34][CH:35]=[CH:36][CH:37]=3)[CH:28]=[CH:29][CH:30]=1)=[N:15][C:14]([CH3:39])([CH3:38])[CH2:13]2.C(O)(=O)C.[OH-].[Na+]. The catalyst is O1CCCC1.O. The product is [N:34]1[CH:35]=[CH:36][CH:37]=[C:32]([N:31]([C:27]2[CH:28]=[CH:29][CH:30]=[C:25]([C:16]3[C:17]4[C:12](=[CH:11][C:10]([O:9][CH3:8])=[C:19]5[O:20][C:21]([CH3:24])([CH3:23])[CH2:22][C:18]5=4)[CH2:13][C:14]([CH3:39])([CH3:38])[N:15]=3)[CH:26]=2)[C:6]([NH2:5])=[O:7])[CH:33]=1. The yield is 0.480.